Dataset: NCI-60 drug combinations with 297,098 pairs across 59 cell lines. Task: Regression. Given two drug SMILES strings and cell line genomic features, predict the synergy score measuring deviation from expected non-interaction effect. (1) Drug 1: C1=CC(=CC=C1C#N)C(C2=CC=C(C=C2)C#N)N3C=NC=N3. Drug 2: CS(=O)(=O)OCCCCOS(=O)(=O)C. Cell line: 786-0. Synergy scores: CSS=1.71, Synergy_ZIP=0.711, Synergy_Bliss=2.53, Synergy_Loewe=1.06, Synergy_HSA=1.29. (2) Drug 1: C1CCN(CC1)CCOC2=CC=C(C=C2)C(=O)C3=C(SC4=C3C=CC(=C4)O)C5=CC=C(C=C5)O. Drug 2: C1=CC(=CC=C1CCC2=CNC3=C2C(=O)NC(=N3)N)C(=O)NC(CCC(=O)O)C(=O)O. Cell line: SK-OV-3. Synergy scores: CSS=28.1, Synergy_ZIP=0.233, Synergy_Bliss=-1.82, Synergy_Loewe=-4.31, Synergy_HSA=-2.24.